This data is from Full USPTO retrosynthesis dataset with 1.9M reactions from patents (1976-2016). The task is: Predict the reactants needed to synthesize the given product. Given the product [NH2:16][C:9]1[CH:8]=[C:7]([O:19][CH3:20])[C:6]([O:5][CH2:4][CH2:3][CH2:2][Cl:1])=[CH:15][C:10]=1[C:11]([O:13][CH3:14])=[O:12], predict the reactants needed to synthesize it. The reactants are: [Cl:1][CH2:2][CH2:3][CH2:4][O:5][C:6]1[C:7]([O:19][CH3:20])=[CH:8][C:9]([N+:16]([O-])=O)=[C:10]([CH:15]=1)[C:11]([O:13][CH3:14])=[O:12].[Cl-].[NH4+].